This data is from Catalyst prediction with 721,799 reactions and 888 catalyst types from USPTO. The task is: Predict which catalyst facilitates the given reaction. (1) Reactant: [F:1][C:2]1[CH:3]=[C:4]([C:17]#[N:18])[C:5]([C:8]2[CH:13]=[CH:12][CH:11]=[C:10]([N+:14]([O-])=O)[CH:9]=2)=[CH:6][CH:7]=1.[Sn](Cl)Cl. Product: [NH2:14][C:10]1[CH:9]=[C:8]([C:5]2[C:4]([C:17]#[N:18])=[CH:3][C:2]([F:1])=[CH:7][CH:6]=2)[CH:13]=[CH:12][CH:11]=1. The catalyst class is: 199. (2) Reactant: [CH3:1][O:2][C:3]1[CH:12]=[C:11]2[C:6]([C@H:7]([CH2:22][CH:23]=[CH:24][CH2:25][CH2:26][CH2:27][CH2:28][CH2:29][CH:30]([CH2:36][CH2:37][CH2:38][C:39]([F:45])([F:44])[C:40]([F:43])([F:42])[F:41])[C:31]([O:33][CH2:34][CH3:35])=[O:32])[C@@:8]([C:14]3[CH:19]=[CH:18][C:17]([O:20][CH3:21])=[CH:16][CH:15]=3)([CH3:13])[CH2:9][S:10]2)=[CH:5][CH:4]=1. Product: [CH3:1][O:2][C:3]1[CH:12]=[C:11]2[C:6]([C@H:7]([CH2:22][CH2:23][CH2:24][CH2:25][CH2:26][CH2:27][CH2:28][CH2:29][CH:30]([CH2:36][CH2:37][CH2:38][C:39]([F:45])([F:44])[C:40]([F:43])([F:42])[F:41])[C:31]([O:33][CH2:34][CH3:35])=[O:32])[C@@:8]([C:14]3[CH:15]=[CH:16][C:17]([O:20][CH3:21])=[CH:18][CH:19]=3)([CH3:13])[CH2:9][S:10]2)=[CH:5][CH:4]=1. The catalyst class is: 312. (3) The catalyst class is: 182. Product: [Cl:31][C:27]1[CH:26]=[C:25]2[NH:24][C:23](=[O:32])[C:9]3([CH:8]([C:6]4[CH:7]=[C:2]([Cl:1])[CH:3]=[CH:4][C:5]=4[O:33][C:34]([CH3:45])([CH3:44])[C:35]([NH:37][S:38]([CH:41]4[CH2:42][CH2:43]4)(=[O:39])=[O:40])=[O:36])[CH2:13][C:12](=[S:47])[NH:11][CH:10]3[C:15]3[CH:20]=[C:19]([F:21])[CH:18]=[CH:17][C:16]=3[CH3:22])[C:30]2=[CH:29][CH:28]=1. Reactant: [Cl:1][C:2]1[CH:3]=[CH:4][C:5]([O:33][C:34]([CH3:45])([CH3:44])[C:35]([NH:37][S:38]([CH:41]2[CH2:43][CH2:42]2)(=[O:40])=[O:39])=[O:36])=[C:6]([CH:8]2[CH2:13][C:12](=O)[NH:11][CH:10]([C:15]3[CH:20]=[C:19]([F:21])[CH:18]=[CH:17][C:16]=3[CH3:22])[C:9]32[C:30]2[C:25](=[CH:26][C:27]([Cl:31])=[CH:28][CH:29]=2)[NH:24][C:23]3=[O:32])[CH:7]=1.P12(SP3(SP(SP(S3)(S1)=S)(=S)S2)=S)=[S:47].